Dataset: Full USPTO retrosynthesis dataset with 1.9M reactions from patents (1976-2016). Task: Predict the reactants needed to synthesize the given product. (1) The reactants are: [NH2:1][C:2]1[CH:7]=[CH:6][C:5]([F:8])=[CH:4][C:3]=1[OH:9].C(O[C:13](S[K])=[S:14])C. Given the product [F:8][C:5]1[CH:6]=[CH:7][C:2]2[NH:1][C:13](=[S:14])[O:9][C:3]=2[CH:4]=1, predict the reactants needed to synthesize it. (2) Given the product [CH:1]1([O:6][CH2:7][CH2:8][O:9][C:10]2[CH:20]=[CH:19][C:13]([O:14][CH2:15][CH:16]([OH:17])[CH2:18][NH:22][CH2:23][CH2:24][NH:25][C:26](=[O:38])[NH:27][C:28]3[CH:37]=[CH:36][C:31]([C:32]([O:34][CH3:35])=[O:33])=[CH:30][CH:29]=3)=[CH:12][CH:11]=2)[CH2:5][CH2:4][CH2:3][CH2:2]1, predict the reactants needed to synthesize it. The reactants are: [CH:1]1([O:6][CH2:7][CH2:8][O:9][C:10]2[CH:20]=[CH:19][C:13]([O:14][CH2:15][CH:16]3[CH2:18][O:17]3)=[CH:12][CH:11]=2)[CH2:5][CH2:4][CH2:3][CH2:2]1.Cl.[NH2:22][CH2:23][CH2:24][NH:25][C:26](=[O:38])[NH:27][C:28]1[CH:37]=[CH:36][C:31]([C:32]([O:34][CH3:35])=[O:33])=[CH:30][CH:29]=1.C1(OCCOC2C=CC(OCC(O)CNCCNC(NC3C=CC([N+]([O-])=O)=CC=3)=O)=CC=2)CCCC1. (3) Given the product [CH2:29]([O:28][C:26]([C:20]1([CH3:19])[CH2:25][CH2:24][N:23]([C:2]2[CH2:18][C:5]3([C:8]([CH3:10])([CH3:9])[N:7]([C:11]([O:13][C:14]([CH3:17])([CH3:16])[CH3:15])=[O:12])[CH2:6]3)[O:4][N:3]=2)[CH2:22][CH2:21]1)=[O:27])[CH3:30], predict the reactants needed to synthesize it. The reactants are: Br[C:2]1[CH2:18][C:5]2([C:8]([CH3:10])([CH3:9])[N:7]([C:11]([O:13][C:14]([CH3:17])([CH3:16])[CH3:15])=[O:12])[CH2:6]2)[O:4][N:3]=1.[CH3:19][C:20]1([C:26]([O:28][CH2:29][CH3:30])=[O:27])[CH2:25][CH2:24][NH:23][CH2:22][CH2:21]1. (4) Given the product [Cl:12][C:9]1[CH:10]=[CH:11][C:6]([CH:2]2[NH:1][C:13]3([CH2:18][CH2:17][CH2:16][CH2:15][CH2:14]3)[NH:5][C:3]2=[O:4])=[CH:7][CH:8]=1, predict the reactants needed to synthesize it. The reactants are: [NH2:1][CH:2]([C:6]1[CH:11]=[CH:10][C:9]([Cl:12])=[CH:8][CH:7]=1)[C:3]([NH2:5])=[O:4].[C:13]1(=O)[CH2:18][CH2:17][CH2:16][CH2:15][CH2:14]1. (5) Given the product [CH3:73][O:72][C:69]1[CH:70]=[CH:71][C:66]([C:65]2[C:59]3[O:58][CH:57]([CH2:56][NH2:53])[CH2:61][C:60]=3[CH:62]=[CH:63][CH:64]=2)=[CH:67][CH:68]=1, predict the reactants needed to synthesize it. The reactants are: CC1C=CC(S(OCC2CC3C=CC=C(C4C=CC(OC)=CC=4)C=3O2)(=O)=O)=CC=1.[N-]=[N+]=[N-].[Na+].N(CC1CC2C=C(Cl)C=C(C3C=CSC=3)C=2O1)=[N+]=[N-].[N:53]([CH2:56][CH:57]1[CH2:61][C:60]2[CH:62]=[CH:63][CH:64]=[C:65]([C:66]3[CH:71]=[CH:70][C:69]([O:72][CH3:73])=[CH:68][CH:67]=3)[C:59]=2[O:58]1)=[N+]=[N-].[N-]=[N+]=[N-]. (6) Given the product [F:51][C:13]([F:50])([F:12])[C:14]1[CH:15]=[C:16]([CH:43]=[C:44]([C:46]([F:47])([F:48])[F:49])[CH:45]=1)[CH2:17][N:18]1[C:22]([N:23]2[CH2:28][CH2:27][S:26](=[O:9])[CH2:25][CH2:24]2)=[C:21]([C:29]2[N:33]([CH2:34][C:35]3[CH:40]=[CH:39][CH:38]=[CH:37][C:36]=3[Cl:41])[C:32]([CH3:42])=[N:31][N:30]=2)[N:20]=[N:19]1, predict the reactants needed to synthesize it. The reactants are: ClC1C=CC=C(C(OO)=[O:9])C=1.[F:12][C:13]([F:51])([F:50])[C:14]1[CH:15]=[C:16]([CH:43]=[C:44]([C:46]([F:49])([F:48])[F:47])[CH:45]=1)[CH2:17][N:18]1[C:22]([N:23]2[CH2:28][CH2:27][S:26][CH2:25][CH2:24]2)=[C:21]([C:29]2[N:33]([CH2:34][C:35]3[CH:40]=[CH:39][CH:38]=[CH:37][C:36]=3[Cl:41])[C:32]([CH3:42])=[N:31][N:30]=2)[N:20]=[N:19]1. (7) The reactants are: [CH3:1][O:2][N:3]=[C:4]([C:12]1[CH:17]=[CH:16][C:15]([F:18])=[CH:14][CH:13]=1)[C:5]1[CH:10]=[CH:9][C:8]([F:11])=[CH:7][CH:6]=1.C([BH3-])#N.[Na+]. Given the product [F:11][C:8]1[CH:9]=[CH:10][C:5]([CH:4]([C:12]2[CH:13]=[CH:14][C:15]([F:18])=[CH:16][CH:17]=2)[NH:3][O:2][CH3:1])=[CH:6][CH:7]=1, predict the reactants needed to synthesize it. (8) Given the product [NH:16]1[C:10]2[CH2:9][NH:8][CH2:13][CH2:12][C:11]=2[C:14]([OH:17])=[N:15]1, predict the reactants needed to synthesize it. The reactants are: C([N:8]1[CH2:13][CH2:12][C:11]2[C:14]([OH:17])=[N:15][NH:16][C:10]=2[CH2:9]1)C1C=CC=CC=1. (9) Given the product [Cl:34][C:31]1[CH:32]=[CH:33][C:28]([N:25]2[CH2:24][CH2:23][N:22]([C:18]3[CH:17]=[C:16]([CH:11]4[C:10]([CH3:36])([CH3:35])[CH2:9][C:8]5[C:13](=[CH:14][CH:15]=[C:6]([C:4]([OH:5])=[O:3])[CH:7]=5)[NH:12]4)[CH:21]=[CH:20][CH:19]=3)[CH2:27][CH2:26]2)=[CH:29][CH:30]=1, predict the reactants needed to synthesize it. The reactants are: C([O:3][C:4]([C:6]1[CH:7]=[C:8]2[C:13](=[CH:14][CH:15]=1)[NH:12][CH:11]([C:16]1[CH:21]=[CH:20][CH:19]=[C:18]([N:22]3[CH2:27][CH2:26][N:25]([C:28]4[CH:33]=[CH:32][C:31]([Cl:34])=[CH:30][CH:29]=4)[CH2:24][CH2:23]3)[CH:17]=1)[C:10]([CH3:36])([CH3:35])[CH2:9]2)=[O:5])C.O.[OH-].[Li+].O.Cl.